Dataset: Reaction yield outcomes from USPTO patents with 853,638 reactions. Task: Predict the reaction yield, written as a fraction of the theoretical maximum amount of product (1.0 means a 100% yield; for example, 0.34 means a 34% yield). The reactants are [F:1][C:2]1[CH:3]=[C:4]([NH2:15])[CH:5]=[CH:6][C:7]=1[N:8]1[CH2:12][CH2:11][CH:10]([C:13]#[N:14])[CH2:9]1.C(=O)([O-])O.[Na+].Cl[C:22]([O:24][CH2:25][C:26]1[CH:31]=[CH:30][CH:29]=[CH:28][CH:27]=1)=[O:23].C(Cl)Cl. The catalyst is CC(C)=O.O. The product is [CH2:25]([O:24][C:22](=[O:23])[NH:15][C:4]1[CH:5]=[CH:6][C:7]([N:8]2[CH2:12][CH2:11][CH:10]([C:13]#[N:14])[CH2:9]2)=[C:2]([F:1])[CH:3]=1)[C:26]1[CH:31]=[CH:30][CH:29]=[CH:28][CH:27]=1. The yield is 0.930.